This data is from Forward reaction prediction with 1.9M reactions from USPTO patents (1976-2016). The task is: Predict the product of the given reaction. (1) Given the reactants C1(C[O:8][C:9]2[CH:17]=[CH:16][CH:15]=[C:14]3[C:10]=2[CH:11]=[CH:12][N:13]3[C:18]2[CH:23]=[CH:22][C:21]([O:24]CC3C=CC=CC=3)=[CH:20][CH:19]=2)C=CC=CC=1, predict the reaction product. The product is: [OH:24][C:21]1[CH:22]=[CH:23][C:18]([N:13]2[C:14]3[CH:15]=[CH:16][CH:17]=[C:9]([OH:8])[C:10]=3[CH:11]=[CH:12]2)=[CH:19][CH:20]=1. (2) Given the reactants [CH:1]1([CH2:7][C@H:8]([NH:21][C:22]([C:24]2[CH:25]=[C:26]([CH:30]=[CH:31][CH:32]=2)[C:27](O)=[O:28])=[O:23])[CH2:9][N:10]([CH3:20])[C:11]([O:13][CH2:14][CH2:15][Si:16]([CH3:19])([CH3:18])[CH3:17])=[O:12])[CH2:6][CH2:5][CH2:4][CH2:3][CH2:2]1.Cl.[CH3:34][NH:35][O:36][CH3:37].C(Cl)CCl.C1C=CC2N(O)N=NC=2C=1.CCN(C(C)C)C(C)C, predict the reaction product. The product is: [CH:1]1([CH2:7][C@H:8]([NH:21][C:22](=[O:23])[C:24]2[CH:32]=[CH:31][CH:30]=[C:26]([C:27]([N:35]([O:36][CH3:37])[CH3:34])=[O:28])[CH:25]=2)[CH2:9][N:10]([CH3:20])[C:11]([O:13][CH2:14][CH2:15][Si:16]([CH3:18])([CH3:17])[CH3:19])=[O:12])[CH2:2][CH2:3][CH2:4][CH2:5][CH2:6]1. (3) Given the reactants [OH:1][C@@H:2]1[CH2:7][NH:6][C@H:5]([C:8]([OH:10])=O)[C@@H:4]([C:11]([O:13][CH3:14])=[O:12])[CH2:3]1.[C:15]1([N:21]2[CH2:26][CH2:25][NH:24][CH2:23][CH2:22]2)[CH:20]=[CH:19][CH:18]=[CH:17][CH:16]=1.F[P-](F)(F)(F)(F)F.N1(O[P+](N(C)C)(N(C)C)N(C)C)C2C=CC=CC=2N=N1.CN(C)C=O.C(N(CC)C(C)C)(C)C.C(Cl)Cl.Cl[C:72]([O:74][CH3:75])=[O:73], predict the reaction product. The product is: [OH:1][C@@H:2]1[CH2:7][N:6]([C:72]([O:74][CH3:75])=[O:73])[C@H:5]([C:8]([N:24]2[CH2:25][CH2:26][N:21]([C:15]3[CH:20]=[CH:19][CH:18]=[CH:17][CH:16]=3)[CH2:22][CH2:23]2)=[O:10])[C@@H:4]([C:11]([O:13][CH3:14])=[O:12])[CH2:3]1. (4) The product is: [CH:6](=[O:7])[C:5]1[CH:4]=[C:3]([O:2][CH3:1])[C:10]([OH:11])=[C:9]([O:13][CH3:14])[CH:8]=1. Given the reactants [CH3:1][O:2][C:3]1[CH:4]=[C:5]([CH:8]=[C:9]([O:13][CH3:14])[C:10]=1[O:11]C)[CH:6]=[O:7].S(=O)(=O)(O)O, predict the reaction product. (5) Given the reactants C([O:3][C:4]([CH:6]1[CH2:11][N:10]([C:12]([N:14]2[CH2:19][CH2:18][O:17][CH2:16][CH2:15]2)=[O:13])[CH2:9][CH2:8][N:7]1[S:20]([C:23]1[CH:28]=[CH:27][C:26]([O:29][CH2:30][C:31]#[C:32][CH3:33])=[CH:25][CH:24]=1)(=[O:22])=[O:21])=[O:5])C.O.[OH-].[Li+], predict the reaction product. The product is: [CH2:30]([O:29][C:26]1[CH:25]=[CH:24][C:23]([S:20]([N:7]2[CH2:8][CH2:9][N:10]([C:12]([N:14]3[CH2:19][CH2:18][O:17][CH2:16][CH2:15]3)=[O:13])[CH2:11][CH:6]2[C:4]([OH:5])=[O:3])(=[O:22])=[O:21])=[CH:28][CH:27]=1)[C:31]#[C:32][CH3:33].